From a dataset of Forward reaction prediction with 1.9M reactions from USPTO patents (1976-2016). Predict the product of the given reaction. (1) Given the reactants Cl[CH2:2][CH2:3][CH2:4][CH:5]([C:16]1O[C:18]([C:21]2[CH:26]=[CH:25][C:24]([C:27]3[O:31][C:30]([CH3:32])=[N:29][CH:28]=3)=[C:23]([O:33][CH3:34])[CH:22]=2)=[N:19][N:20]=1)[C:6]1[CH:11]=[CH:10][CH:9]=[C:8]([C:12]([F:15])([F:14])[F:13])[CH:7]=1.[N-:35]=[N+]=[N-].[Na+].C1(P(C2C=CC=CC=2)C2C=CC=CC=2)C=CC=CC=1, predict the reaction product. The product is: [CH3:34][O:33][C:23]1[CH:22]=[C:21]([C:18]2[N:35]3[CH2:2][CH2:3][CH2:4][CH:5]([C:6]4[CH:11]=[CH:10][CH:9]=[C:8]([C:12]([F:15])([F:14])[F:13])[CH:7]=4)[C:16]3=[N:20][N:19]=2)[CH:26]=[CH:25][C:24]=1[C:27]1[O:31][C:30]([CH3:32])=[N:29][CH:28]=1. (2) Given the reactants [Br:1][C:2]1[CH:3]=[C:4]([C:8]2[CH:9]([C:20]3[CH:25]=[CH:24][C:23]([I:26])=[CH:22][CH:21]=3)[O:10][C:11]3[C:16]([C:17]=2[CH3:18])=[CH:15][C:14]([OH:19])=[CH:13][CH:12]=3)[CH:5]=[CH:6][CH:7]=1.C1(C)C=CC(S([O-])(=O)=O)=CC=1.[NH+]1C=CC=CC=1.[O:44]1[CH:49]=[CH:48][CH2:47][CH2:46][CH2:45]1, predict the reaction product. The product is: [Br:1][C:2]1[CH:3]=[C:4]([C:8]2[CH:9]([C:20]3[CH:21]=[CH:22][C:23]([I:26])=[CH:24][CH:25]=3)[O:10][C:11]3[C:16]([C:17]=2[CH3:18])=[CH:15][C:14]([O:19][CH:45]2[CH2:46][CH2:47][CH2:48][CH2:49][O:44]2)=[CH:13][CH:12]=3)[CH:5]=[CH:6][CH:7]=1. (3) Given the reactants [CH2:1]([N:3]1[C:7]2=[N:8][C:9]([CH2:32][CH3:33])=[C:10]([CH2:19][NH:20][C:21]([C:23]3[CH:24]=[C:25]([CH:29]=[CH:30][CH:31]=3)[C:26](O)=[O:27])=[O:22])[C:11]([NH:12][CH:13]3[CH2:18][CH2:17][O:16][CH2:15][CH2:14]3)=[C:6]2[CH:5]=[N:4]1)[CH3:2].[Br:34][C:35]1[CH:36]=[C:37]([CH2:42][NH2:43])[CH:38]=[CH:39][C:40]=1[F:41].CN(C(ON1N=NC2C=CC=CC1=2)=[N+](C)C)C.F[P-](F)(F)(F)(F)F, predict the reaction product. The product is: [Br:34][C:35]1[CH:36]=[C:37]([CH2:42][NH:43][C:26]([C:25]2[CH:29]=[CH:30][CH:31]=[C:23]([C:21]([NH:20][CH2:19][C:10]3[C:11]([NH:12][CH:13]4[CH2:14][CH2:15][O:16][CH2:17][CH2:18]4)=[C:6]4[CH:5]=[N:4][N:3]([CH2:1][CH3:2])[C:7]4=[N:8][C:9]=3[CH2:32][CH3:33])=[O:22])[CH:24]=2)=[O:27])[CH:38]=[CH:39][C:40]=1[F:41]. (4) Given the reactants Cl.[NH2:2][CH:3]([C:26]([O:28][CH3:29])=[O:27])[CH2:4][C:5]1[CH:25]=[CH:24][C:8]([O:9][C:10]2[CH:23]=[CH:22][C:13]([CH:14]=[C:15]3[S:19][C:18](=[O:20])[NH:17][C:16]3=[O:21])=[CH:12][CH:11]=2)=[CH:7][CH:6]=1.[C:30]([O:34][C:35]([NH:37][CH:38]([CH3:42])[C:39](O)=[O:40])=[O:36])([CH3:33])([CH3:32])[CH3:31].O.C(OCC)(=O)C, predict the reaction product. The product is: [C:30]([O:34][C:35]([NH:37][CH:38]([CH3:42])[C:39]([NH:2][CH:3]([C:26]([O:28][CH3:29])=[O:27])[CH2:4][C:5]1[CH:25]=[CH:24][C:8]([O:9][C:10]2[CH:23]=[CH:22][C:13]([CH:14]=[C:15]3[S:19][C:18](=[O:20])[NH:17][C:16]3=[O:21])=[CH:12][CH:11]=2)=[CH:7][CH:6]=1)=[O:40])=[O:36])([CH3:33])([CH3:32])[CH3:31]. (5) Given the reactants [CH2:1]([N:8]1[CH2:12][C@@H:11]([C:13]2[CH:18]=[CH:17][C:16]([Cl:19])=[C:15]([F:20])[CH:14]=2)[C@H:10](C(O)=O)[CH2:9]1)[C:2]1[CH:7]=[CH:6][CH:5]=[CH:4][CH:3]=1.CC[N:26]([CH:30](C)C)C(C)C.C1(P(N=[N+]=[N-])(C2C=CC=CC=2)=[O:40])C=CC=CC=1.[C:50]([OH:54])([CH3:53])([CH3:52])[CH3:51], predict the reaction product. The product is: [C:50]([O:54][C:30](=[O:40])[NH:26][C@H:10]1[C@H:11]([C:13]2[CH:18]=[CH:17][C:16]([Cl:19])=[C:15]([F:20])[CH:14]=2)[CH2:12][N:8]([CH2:1][C:2]2[CH:3]=[CH:4][CH:5]=[CH:6][CH:7]=2)[CH2:9]1)([CH3:53])([CH3:52])[CH3:51]. (6) Given the reactants [NH2:1][C@@:2]1([C:12]([OH:14])=[O:13])[C@@H:7]([F:8])[CH2:6][C@@H:5]2[C@H:3]1[C@H:4]2[C:9]([OH:11])=[O:10].C(=O)(O)[O-].[Na+].Cl[C:21]([O:23][CH2:24][CH:25]=[CH2:26])=[O:22].Cl, predict the reaction product. The product is: [CH2:24]([O:23][C:21]([NH:1][C@@:2]1([C:12]([OH:14])=[O:13])[C@@H:7]([F:8])[CH2:6][C@@H:5]2[C@H:3]1[C@H:4]2[C:9]([OH:11])=[O:10])=[O:22])[CH:25]=[CH2:26]. (7) Given the reactants [Br:1][C:2]1[CH:14]=[CH:13][C:5]([CH2:6][NH:7][CH2:8][CH2:9][CH:10]([CH3:12])[CH3:11])=[C:4]([Cl:15])[CH:3]=1.C(=O)(O)[O-].[Na+].[C:21]([O:25][C:26](O[C:26]([O:25][C:21]([CH3:24])([CH3:23])[CH3:22])=[O:27])=[O:27])([CH3:24])([CH3:23])[CH3:22], predict the reaction product. The product is: [C:21]([O:25][C:26](=[O:27])[N:7]([CH2:6][C:5]1[CH:13]=[CH:14][C:2]([Br:1])=[CH:3][C:4]=1[Cl:15])[CH2:8][CH2:9][CH:10]([CH3:12])[CH3:11])([CH3:24])([CH3:23])[CH3:22]. (8) Given the reactants [F:1][C:2]1[CH:7]=[CH:6][C:5]([N:8]2[CH2:17][C:16]3[C:11](=[N:12][C:13](SC)=[N:14][CH:15]=3)[N:10]([CH3:20])[C:9]2=[O:21])=[CH:4][C:3]=1[NH:22][C:23]([NH:25][C:26]1[N:30]([C:31]2[CH:36]=[CH:35][CH:34]=[CH:33][CH:32]=2)[N:29]=[C:28]([CH:37]([CH3:39])[CH3:38])[CH:27]=1)=[O:24].C1C=C(Cl)C=C(C(OO)=O)C=1.[CH3:51][NH2:52], predict the reaction product. The product is: [F:1][C:2]1[CH:7]=[CH:6][C:5]([N:8]2[CH2:17][C:16]3[C:11](=[N:12][C:13]([NH:52][CH3:51])=[N:14][CH:15]=3)[N:10]([CH3:20])[C:9]2=[O:21])=[CH:4][C:3]=1[NH:22][C:23]([NH:25][C:26]1[N:30]([C:31]2[CH:36]=[CH:35][CH:34]=[CH:33][CH:32]=2)[N:29]=[C:28]([CH:37]([CH3:39])[CH3:38])[CH:27]=1)=[O:24]. (9) Given the reactants [S:1]1[C:5]([C@H:6]([O:26][Si:27]([C:40]([CH3:43])([CH3:42])[CH3:41])([C:34]2[CH:39]=[CH:38][CH:37]=[CH:36][CH:35]=2)[C:28]2[CH:33]=[CH:32][CH:31]=[CH:30][CH:29]=2)/[CH:7]=[CH:8]/[C@H:9]2[C@H:13]([OH:14])[CH2:12][C@H:11]([OH:15])[C@@H:10]2[CH2:16]/[CH:17]=[CH:18]\[CH2:19][CH2:20][CH2:21][C:22]([O:24][CH3:25])=[O:23])=[CH:4][C:3]2[CH:44]=[CH:45][CH:46]=[CH:47][C:2]1=2.CC(C)=O.OS(O)(=O)=O.O=[Cr](=O)=O, predict the reaction product. The product is: [S:1]1[C:5]([C@H:6]([O:26][Si:27]([C:40]([CH3:43])([CH3:42])[CH3:41])([C:34]2[CH:39]=[CH:38][CH:37]=[CH:36][CH:35]=2)[C:28]2[CH:29]=[CH:30][CH:31]=[CH:32][CH:33]=2)/[CH:7]=[CH:8]/[C@H:9]2[C:13](=[O:14])[CH2:12][C@H:11]([OH:15])[C@@H:10]2[CH2:16]/[CH:17]=[CH:18]\[CH2:19][CH2:20][CH2:21][C:22]([O:24][CH3:25])=[O:23])=[CH:4][C:3]2[CH:44]=[CH:45][CH:46]=[CH:47][C:2]1=2. (10) Given the reactants [NH2:1][C:2]1[S:3][C:4]2[CH:10]=[C:9]([OH:11])[CH:8]=[CH:7][C:5]=2[N:6]=1.O[CH2:13][CH2:14][N:15]1[CH2:20][CH2:19][O:18][CH2:17][CH2:16]1.C1(P(C2C=CC=CC=2)C2C=CC=CC=2)C=CC=CC=1.N(C(OCC)=O)=NC(OCC)=O, predict the reaction product. The product is: [N:15]1([CH2:14][CH2:13][O:11][C:9]2[CH:8]=[CH:7][C:5]3[N:6]=[C:2]([NH2:1])[S:3][C:4]=3[CH:10]=2)[CH2:20][CH2:19][O:18][CH2:17][CH2:16]1.